Task: Predict which catalyst facilitates the given reaction.. Dataset: Catalyst prediction with 721,799 reactions and 888 catalyst types from USPTO (1) Reactant: Cl[C:2]1[CH:3]=[CH:4][C:5]([CH2:10][N:11]2[CH2:15][CH2:14][CH2:13][C:12]2=[O:16])=[C:6]([CH:9]=1)[C:7]#[N:8].C1(P(C2CCCCC2)C2CCCCC2)CCCCC1.[B:36]1([B:36]2[O:40][C:39]([CH3:42])([CH3:41])[C:38]([CH3:44])([CH3:43])[O:37]2)[O:40][C:39]([CH3:42])([CH3:41])[C:38]([CH3:44])([CH3:43])[O:37]1.CC([O-])=O.[K+]. Product: [O:16]=[C:12]1[CH2:13][CH2:14][CH2:15][N:11]1[CH2:10][C:5]1[CH:4]=[CH:3][C:2]([B:36]2[O:40][C:39]([CH3:42])([CH3:41])[C:38]([CH3:44])([CH3:43])[O:37]2)=[CH:9][C:6]=1[C:7]#[N:8]. The catalyst class is: 258. (2) Reactant: [Ca+2].[CH2:2]([O:9][C:10]([N:12]1[CH2:17][CH2:16][CH:15]([CH2:18][CH2:19][C:20]([O-:22])=O)[CH2:14][CH2:13]1)=[O:11])[C:3]1[CH:8]=[CH:7][CH:6]=[CH:5][CH:4]=1.[CH2:2]([O:9][C:10]([N:12]1[CH2:17][CH2:16][CH:15]([CH2:18][CH2:19][C:20]([O-:22])=O)[CH2:14][CH2:13]1)=[O:11])[C:3]1[CH:8]=[CH:7][CH:6]=[CH:5][CH:4]=1.[NH:44]1[CH2:54][CH2:53][CH2:52][C@@H:46]([C:47]([O:49]CC)=[O:48])[CH2:45]1.OC1NN=NC=1CC1C=CC=CC=1.C1CCC(N=C=NC2CCCCC2)CC1.[OH-].[Li+]. Product: [CH2:2]([O:9][C:10]([N:12]1[CH2:13][CH2:14][CH:15]([CH2:18][CH2:19][C:20]([N:44]2[CH2:54][CH2:53][CH2:52][C@@H:46]([C:47]([OH:49])=[O:48])[CH2:45]2)=[O:22])[CH2:16][CH2:17]1)=[O:11])[C:3]1[CH:4]=[CH:5][CH:6]=[CH:7][CH:8]=1. The catalyst class is: 90. (3) Reactant: C(Cl)CCl.[CH3:5][NH:6][CH2:7][C:8]1[NH:9][C:10]2[C:15]([C:16]=1[CH3:17])=[CH:14][CH:13]=[CH:12][CH:11]=2.Cl.[O:19]=[C:20]1[CH2:25][O:24][C:23]2[CH:26]=[C:27](/[CH:30]=[CH:31]/[C:32](O)=[O:33])[CH:28]=[N:29][C:22]=2[NH:21]1.C1C=CC2N(O)N=NC=2C=1.CCN(C(C)C)C(C)C. The catalyst class is: 18. Product: [CH3:5][N:6]([CH2:7][C:8]1[NH:9][C:10]2[C:15]([C:16]=1[CH3:17])=[CH:14][CH:13]=[CH:12][CH:11]=2)[C:32](=[O:33])/[CH:31]=[CH:30]/[C:27]1[CH:28]=[N:29][C:22]2[NH:21][C:20](=[O:19])[CH2:25][O:24][C:23]=2[CH:26]=1. (4) Reactant: [OH-].[Na+].C([O:6][CH2:7][CH2:8][C:9]1[S:10][CH:11]=[C:12]([CH2:14][CH2:15][N:16]2[CH2:36][CH2:35][C:19]3([O:24][CH2:23][CH2:22][N:21]([C:25]([C:27]4[N:28]=[C:29]([CH:32]([CH3:34])[CH3:33])[S:30][CH:31]=4)=[O:26])[CH2:20]3)[CH2:18][CH2:17]2)[CH:13]=1)(=O)C. Product: [OH:6][CH2:7][CH2:8][C:9]1[S:10][CH:11]=[C:12]([CH2:14][CH2:15][N:16]2[CH2:36][CH2:35][C:19]3([O:24][CH2:23][CH2:22][N:21]([C:25]([C:27]4[N:28]=[C:29]([CH:32]([CH3:33])[CH3:34])[S:30][CH:31]=4)=[O:26])[CH2:20]3)[CH2:18][CH2:17]2)[CH:13]=1. The catalyst class is: 5. (5) Reactant: ClC1C=CC=CC=1N[C:9]1[C:18]2[C:13](=[CH:14][CH:15]=[CH:16][CH:17]=2)[N:12]2[N:19]=[CH:20][C:21]([C:22]([O:24]C)=[O:23])=[C:11]2[N:10]=1.[OH-].[Na+].Cl. Product: [N:19]1[N:12]2[C:13]3[C:18]([CH:9]=[N:10][C:11]2=[C:21]([C:22]([OH:24])=[O:23])[CH:20]=1)=[CH:17][CH:16]=[CH:15][CH:14]=3. The catalyst class is: 14. (6) Reactant: [I:1][C:2]1[CH:9]=[C:8]([CH3:10])[CH:7]=[CH:6][C:3]=1[C:4]#[N:5].[Br:11]N1C(=O)CCC1=O.C(OOC(=O)C1C=CC=CC=1)(=O)C1C=CC=CC=1. Product: [Br:11][CH2:10][C:8]1[CH:7]=[CH:6][C:3]([C:4]#[N:5])=[C:2]([I:1])[CH:9]=1. The catalyst class is: 53. (7) Reactant: CO[C:3]1[CH:8]=[C:7](N2CCN(C)CC2)[C:6]([N+:16]([O-])=O)=[CH:5][C:4]=1[NH:19][C:20]1[N:25]=[C:24]([C:26]2[C:34]3[C:29](=[CH:30][CH:31]=[CH:32][CH:33]=3)[N:28]([CH3:35])[CH:27]=2)[CH:23]=[CH:22][N:21]=1.[NH4+:36].[Cl-].[CH2:38]([OH:40])C. Product: [CH3:38][O:40][C:7]1[CH:8]=[C:3]([N:36]2[CH2:30][CH2:29][N:28]([CH3:35])[CH2:27][CH2:26]2)[C:4]([NH:19][C:20]2[N:25]=[C:24]([C:26]3[C:34]4[C:29](=[CH:30][CH:31]=[CH:32][CH:33]=4)[N:28]([CH3:35])[CH:27]=3)[CH:23]=[CH:22][N:21]=2)=[CH:5][C:6]=1[NH2:16]. The catalyst class is: 693. (8) Reactant: [Li+].[CH3:2][Si:3]([N-][Si:3]([CH3:5])([CH3:4])[CH3:2])([CH3:5])[CH3:4].[Br:11][C:12]1[CH:13]=[CH:14][C:15]([I:20])=[C:16]([CH:19]=1)[CH:17]=O.C[Si](Cl)(C)C.[CH2:26]([N:28](CC)CC)[CH3:27].C(Cl)(=[O:35])C. Product: [I:20][C:15]1[CH:14]=[CH:13][C:12]([Br:11])=[CH:19][C:16]=1[CH:17]=[N:28][C:26]([O:35][Si:3]([CH3:5])([CH3:4])[CH3:2])=[CH2:27]. The catalyst class is: 165. (9) Reactant: I([O-])(=O)(=O)=[O:2].[Na+].[Cl:7][C:8]1[CH:13]=[CH:12][CH:11]=[CH:10][C:9]=1[N:14]1[C:19](=[O:20])[C:18]2[S:21][CH:22]=[CH:23][C:17]=2[N:16]=[C:15]1[CH:24]=CN(C)C. Product: [Cl:7][C:8]1[CH:13]=[CH:12][CH:11]=[CH:10][C:9]=1[N:14]1[C:19](=[O:20])[C:18]2[S:21][CH:22]=[CH:23][C:17]=2[N:16]=[C:15]1[CH:24]=[O:2]. The catalyst class is: 7.